This data is from Forward reaction prediction with 1.9M reactions from USPTO patents (1976-2016). The task is: Predict the product of the given reaction. (1) Given the reactants [N:1]1[CH:6]=[CH:5][CH:4]=[N:3][C:2]=1[O:7][C:8]1[CH:9]=[C:10]([CH:23]=[CH:24][CH:25]=1)[CH2:11][NH:12][C@@H:13]1[C:22]2[C:17](=[CH:18][CH:19]=[CH:20][CH:21]=2)[CH2:16][CH2:15][CH2:14]1.[CH:26]1[C:31]2[C:32]([O:34][C:35](=[O:36])[C:30]=2[CH:29]=[C:28]2[C:37]([O:39][C:40](=[O:41])[C:27]=12)=[O:38])=[O:33].C(N(C(C)C)CC)(C)C.C([O-])([O-])=[O:52].[Na+].[Na+], predict the reaction product. The product is: [N:1]1[CH:6]=[CH:5][CH:4]=[N:3][C:2]=1[O:7][C:8]1[CH:9]=[C:10]([CH:23]=[CH:24][CH:25]=1)[CH2:11][N:12]([C@@H:13]1[C:22]2[C:17](=[CH:18][CH:19]=[CH:20][CH:21]=2)[CH2:16][CH2:15][CH2:14]1)[C:32]([C:31]1[CH:26]=[C:27]([C:40]([OH:39])=[O:41])[C:28]([C:37]([OH:52])=[O:38])=[CH:29][C:30]=1[C:35]([OH:34])=[O:36])=[O:33]. (2) Given the reactants [NH2:1][C:2]1[C:7]([C:8]([O:10]CC)=[O:9])=[CH:6][N:5]=[C:4]([C:13]2[C:21]3[C:16](=[N:17][CH:18]=[CH:19][CH:20]=3)[N:15]([CH2:22][C:23]3[CH:28]=[CH:27][CH:26]=[CH:25][C:24]=3[F:29])[N:14]=2)[N:3]=1.[OH-].[Na+].Cl, predict the reaction product. The product is: [NH2:1][C:2]1[C:7]([C:8]([OH:10])=[O:9])=[CH:6][N:5]=[C:4]([C:13]2[C:21]3[C:16](=[N:17][CH:18]=[CH:19][CH:20]=3)[N:15]([CH2:22][C:23]3[CH:28]=[CH:27][CH:26]=[CH:25][C:24]=3[F:29])[N:14]=2)[N:3]=1. (3) Given the reactants [Si]([O:8][CH2:9][C:10]1[C:11]([C:16]2[N:20]([CH2:21][CH2:22][C:23]([F:26])([F:25])[F:24])[N:19]=[CH:18][CH:17]=2)=[N:12][CH:13]=[CH:14][CH:15]=1)(C(C)(C)C)(C)C.Cl, predict the reaction product. The product is: [F:26][C:23]([F:24])([F:25])[CH2:22][CH2:21][N:20]1[C:16]([C:11]2[C:10]([CH2:9][OH:8])=[CH:15][CH:14]=[CH:13][N:12]=2)=[CH:17][CH:18]=[N:19]1. (4) Given the reactants [CH2:1]([O:3][C:4](=[O:19])[CH:5]([C:11]([C:13]1[CH:18]=[CH:17][N:16]=[CH:15][CH:14]=1)=O)[C:6]([CH:8]1[CH2:10][CH2:9]1)=O)[CH3:2].Cl.[NH2:21][NH2:22].O.O1CCOCC1.Cl, predict the reaction product. The product is: [CH2:1]([O:3][C:4]([C:5]1[C:11]([C:13]2[CH:18]=[CH:17][N:16]=[CH:15][CH:14]=2)=[N:21][NH:22][C:6]=1[CH:8]1[CH2:10][CH2:9]1)=[O:19])[CH3:2]. (5) Given the reactants C([O:4][CH2:5][CH2:6][C@@H:7]1[CH2:11][CH2:10][N:9]([C:12]([O:14][C:15]([CH3:18])([CH3:17])[CH3:16])=[O:13])[CH2:8]1)(=O)C.C(=O)([O-])[O-].[K+].[K+], predict the reaction product. The product is: [OH:4][CH2:5][CH2:6][C@@H:7]1[CH2:11][CH2:10][N:9]([C:12]([O:14][C:15]([CH3:18])([CH3:17])[CH3:16])=[O:13])[CH2:8]1. (6) Given the reactants [C:9](O)(=O)[CH2:10][CH2:11][CH2:12][CH2:13][CH2:14]CC[CH2:9][CH2:10][CH2:11][CH2:12][CH2:13][CH3:14].C1(B(O)O)C=CC=CC=1.N1C(C)=CC=CC=1C.[C:34]([N:37]1[C:46]2[C:41](=[CH:42][C:43]([Br:47])=[CH:44][CH:45]=2)[C@H:40]([NH2:48])[CH2:39][C@@H:38]1[CH3:49])(=[O:36])[CH3:35], predict the reaction product. The product is: [C:34]([N:37]1[C:46]2[C:41](=[CH:42][C:43]([Br:47])=[CH:44][CH:45]=2)[C@H:40]([NH:48][C:9]2[CH:10]=[CH:11][CH:12]=[CH:13][CH:14]=2)[CH2:39][C@@H:38]1[CH3:49])(=[O:36])[CH3:35].